From a dataset of Full USPTO retrosynthesis dataset with 1.9M reactions from patents (1976-2016). Predict the reactants needed to synthesize the given product. (1) Given the product [CH3:51][O:52][C:53]([C:55]1[S:27][C:36]([S:37][CH3:38])=[C:40]([S:22]([C:16]2[CH:17]=[C:18]([N+:19]([O-:21])=[O:20])[C:13]([NH2:12])=[C:14]([Br:26])[CH:15]=2)(=[O:24])=[O:23])[CH:39]=1)=[O:54], predict the reactants needed to synthesize it. The reactants are: S([O-])([O-])=O.[Na+].[Na+].C([O-])(O)=O.[Na+].[NH2:12][C:13]1[C:18]([N+:19]([O-:21])=[O:20])=[CH:17][C:16]([S:22](Cl)(=[O:24])=[O:23])=[CH:15][C:14]=1[Br:26].[S:27](Cl)(Cl)(=O)=O.COC([C:36]1[S:37][C:38]([N+]([O-])=O)=[C:39](Br)[CH:40]=1)=O.C[O-].[Na+].CO.C[CH2:51][O:52][C:53]([CH3:55])=[O:54]. (2) Given the product [CH3:1][O:2][C:3]1[CH:4]=[C:5]2[C:10](=[CH:11][C:12]=1[O:13][CH3:14])[N:9]=[CH:8][CH:7]=[C:6]2[O:15][C:16]1[CH:22]=[CH:21][C:19]([NH:20][C:37]([NH:53][CH2:52][CH2:51][N:45]2[CH2:50][CH2:49][CH2:48][CH2:47][CH2:46]2)=[O:43])=[C:18]([N+:23]([O-:25])=[O:24])[CH:17]=1, predict the reactants needed to synthesize it. The reactants are: [CH3:1][O:2][C:3]1[CH:4]=[C:5]2[C:10](=[CH:11][C:12]=1[O:13][CH3:14])[N:9]=[CH:8][CH:7]=[C:6]2[O:15][C:16]1[CH:22]=[CH:21][C:19]([NH2:20])=[C:18]([N+:23]([O-:25])=[O:24])[CH:17]=1.C(N(CC)CC)C.ClC(Cl)(O[C:37](=[O:43])OC(Cl)(Cl)Cl)Cl.[N:45]1([CH2:51][CH2:52][NH2:53])[CH2:50][CH2:49][CH2:48][CH2:47][CH2:46]1. (3) Given the product [Cl:1][C:2]1[CH:10]=[CH:9][C:8]([S:11]([CH3:14])(=[O:13])=[O:12])=[CH:7][C:3]=1[C:4]([NH:21][CH2:20][CH:19]([C:22]1[CH:23]=[N:24][C:25]([C:28]([F:31])([F:29])[F:30])=[CH:26][CH:27]=1)[CH2:18][CH:15]1[CH2:16][CH2:17]1)=[O:6], predict the reactants needed to synthesize it. The reactants are: [Cl:1][C:2]1[CH:10]=[CH:9][C:8]([S:11]([CH3:14])(=[O:13])=[O:12])=[CH:7][C:3]=1[C:4]([OH:6])=O.[CH:15]1([CH2:18][CH:19]([C:22]2[CH:23]=[N:24][C:25]([C:28]([F:31])([F:30])[F:29])=[CH:26][CH:27]=2)[CH2:20][NH2:21])[CH2:17][CH2:16]1. (4) Given the product [N:37]1([CH2:36][C:35]([C:32]2[N:33]=[CH:34][C:29]([C:10]3[CH:9]=[CH:8][C:7]4[N:6]5[C:2](=[O:1])[O:3][C@@H:4]([CH2:23][NH:24][C:25](=[O:27])[CH3:26])[C@@H:5]5[CH2:13][C:12]=4[CH:11]=3)=[CH:30][CH:31]=2)=[O:42])[CH:41]=[CH:40][N:39]=[CH:38]1, predict the reactants needed to synthesize it. The reactants are: [O:1]=[C:2]1[N:6]2[C:7]3[CH:8]=[CH:9][C:10](B4OC(C)(C)C(C)(C)O4)=[CH:11][C:12]=3[CH2:13][C@H:5]2[C@H:4]([CH2:23][NH:24][C:25](=[O:27])[CH3:26])[O:3]1.Br[C:29]1[CH:30]=[CH:31][C:32]([C:35](=[O:42])[CH2:36][N:37]2[CH:41]=[CH:40][N:39]=[CH:38]2)=[N:33][CH:34]=1.C([O-])([O-])=O.[K+].[K+].O1CCOCC1. (5) Given the product [CH2:27]([O:29][C:30]([C:31]1[N:6]2[N:7]=[C:2]([Cl:1])[CH:3]=[C:4]([CH3:13])[C:5]2=[N:8][CH:9]=1)=[O:33])[CH3:28].[CH2:27]([O:29][C:30]([C:31]1[N:19]2[N:20]=[C:15]([Cl:14])[C:16]([CH3:34])=[CH:17][C:18]2=[N:22][CH:23]=1)=[O:33])[CH3:28], predict the reactants needed to synthesize it. The reactants are: [Cl:1][C:2]1[N:7]=[N:6][C:5]([N:8]=[CH:9]N(C)C)=[C:4]([CH3:13])[CH:3]=1.[Cl:14][C:15]1[CH:16]=[CH:17][C:18]([N:22]=[CH:23]N(C)C)(C)[NH:19][N:20]=1.[CH2:27]([O:29][C:30](=[O:33])[CH2:31]Br)[CH3:28].[CH:34](N(CC)C(C)C)(C)C.